This data is from Peptide-MHC class II binding affinity with 134,281 pairs from IEDB. The task is: Regression. Given a peptide amino acid sequence and an MHC pseudo amino acid sequence, predict their binding affinity value. This is MHC class II binding data. (1) The peptide sequence is FGDYKTTICGKGLSATVTGG. The MHC is H-2-IAk with pseudo-sequence H-2-IAk. The binding affinity (normalized) is 0. (2) The peptide sequence is ARILRQLATPISVII. The MHC is DRB1_0701 with pseudo-sequence DRB1_0701. The binding affinity (normalized) is 0.759.